This data is from Catalyst prediction with 721,799 reactions and 888 catalyst types from USPTO. The task is: Predict which catalyst facilitates the given reaction. (1) Reactant: [O:1]=[C:2]1[CH2:7][CH2:6][CH:5]([C:8]([O:10]CC)=[O:9])[CH2:4][CH2:3]1.[OH-].[Na+]. Product: [O:1]=[C:2]1[CH2:7][CH2:6][CH:5]([C:8]([OH:10])=[O:9])[CH2:4][CH2:3]1. The catalyst class is: 8. (2) Reactant: [N:1]1([C:5]2[N:14]=[C:13]3[C:8]([C:9](=[O:31])[C:10]([C:26]([O:28]CC)=[O:27])=[CH:11][N:12]3[CH2:15][C:16]3[CH:21]=[CH:20][C:19]([O:22][CH3:23])=[CH:18][C:17]=3[O:24][CH3:25])=[C:7]([CH3:32])[C:6]=2[F:33])[CH2:4][CH2:3][CH2:2]1.[Li+].[OH-].C(O)(=O)CC(CC(O)=O)(C(O)=O)O. Product: [N:1]1([C:5]2[N:14]=[C:13]3[C:8]([C:9](=[O:31])[C:10]([C:26]([OH:28])=[O:27])=[CH:11][N:12]3[CH2:15][C:16]3[CH:21]=[CH:20][C:19]([O:22][CH3:23])=[CH:18][C:17]=3[O:24][CH3:25])=[C:7]([CH3:32])[C:6]=2[F:33])[CH2:2][CH2:3][CH2:4]1. The catalyst class is: 1.